Dataset: Forward reaction prediction with 1.9M reactions from USPTO patents (1976-2016). Task: Predict the product of the given reaction. (1) The product is: [Cl:1][C:2]1[CH:7]=[C:6]([CH:5]=[CH:4][C:3]=1[O:11][C:12]1[CH:17]=[CH:16][CH:15]=[C:14]([S:18]([CH3:21])(=[O:20])=[O:19])[CH:13]=1)[NH2:8]. Given the reactants [Cl:1][C:2]1[CH:7]=[C:6]([N+:8]([O-])=O)[CH:5]=[CH:4][C:3]=1[O:11][C:12]1[CH:17]=[CH:16][CH:15]=[C:14]([S:18]([CH3:21])(=[O:20])=[O:19])[CH:13]=1.[Cl-].[Ca+2].[Cl-].O, predict the reaction product. (2) Given the reactants [OH-].[Li+].[CH2:3]([N:5]1[CH2:9][CH2:8][CH2:7][C@@H:6]1[CH2:10][CH2:11][C:12]1[CH:17]=[C:16]([F:18])[CH:15]=[CH:14][C:13]=1[S:19]([NH:22][C:23]1[C:32]([C:33]([O:35]C)=[O:34])=[C:31]2[C:26]([C@H:27]3[CH2:37][C@H:28]3[CH2:29][O:30]2)=[CH:25][CH:24]=1)(=[O:21])=[O:20])[CH3:4].C(O)=O, predict the reaction product. The product is: [CH2:3]([N:5]1[CH2:9][CH2:8][CH2:7][C@@H:6]1[CH2:10][CH2:11][C:12]1[CH:17]=[C:16]([F:18])[CH:15]=[CH:14][C:13]=1[S:19]([NH:22][C:23]1[C:32]([C:33]([OH:35])=[O:34])=[C:31]2[C:26]([C@H:27]3[CH2:37][C@H:28]3[CH2:29][O:30]2)=[CH:25][CH:24]=1)(=[O:20])=[O:21])[CH3:4]. (3) The product is: [F:28][C:27]([F:30])([F:29])[S:24]([O:8][C:5]1[N:4]([C:9]2[CH:14]=[CH:13][CH:12]=[C:11]([CH3:15])[N:10]=2)[N:3]=[C:2]([CH3:1])[C:6]=1[CH3:7])(=[O:25])=[O:23]. Given the reactants [CH3:1][C:2]1[C:6]([CH3:7])=[C:5]([OH:8])[N:4]([C:9]2[CH:14]=[CH:13][CH:12]=[C:11]([CH3:15])[N:10]=2)[N:3]=1.CCN(CC)CC.[O:23](S(C(F)(F)F)(=O)=O)[S:24]([C:27]([F:30])([F:29])[F:28])(=O)=[O:25], predict the reaction product. (4) The product is: [CH2:19]([O:21][C:22]([N:24]1[CH2:25][CH2:26][N:27]([C:15]2[CH:16]=[CH:17][C:12]([C:10](=[O:11])[CH2:9][CH2:8][C:5]3[CH:6]=[CH:7][C:2]([NH2:1])=[CH:3][CH:4]=3)=[CH:13][CH:14]=2)[CH2:28][CH2:29]1)=[O:23])[CH3:20]. Given the reactants [NH2:1][C:2]1[CH:7]=[CH:6][C:5]([CH2:8][CH2:9][C:10]([C:12]2[CH:17]=[CH:16][C:15](F)=[CH:14][CH:13]=2)=[O:11])=[CH:4][CH:3]=1.[CH2:19]([O:21][C:22]([N:24]1[CH2:29][CH2:28][NH:27][CH2:26][CH2:25]1)=[O:23])[CH3:20].C(NC(C)C)(C)C, predict the reaction product. (5) Given the reactants [CH3:1][O:2][C:3]([C:5]1[CH:14]=[C:13]([O:15][CH2:16][C:17]([OH:19])=O)[C:12]2[C:7](=[CH:8][C:9]([Cl:21])=[CH:10][C:11]=2[Cl:20])[CH:6]=1)=[O:4].[CH2:22]([O:24][C:25](=[O:34])[CH2:26][C:27]1[CH:32]=[CH:31][C:30]([NH2:33])=[CH:29][N:28]=1)[CH3:23].C(N(C(C)C)CC)(C)C.CCN=C=NCCCN(C)C.C1C=CC2N(O)N=NC=2C=1, predict the reaction product. The product is: [CH3:1][O:2][C:3]([C:5]1[CH:14]=[C:13]([O:15][CH2:16][C:17](=[O:19])[NH:33][C:30]2[CH:29]=[N:28][C:27]([CH2:26][C:25]([O:24][CH2:22][CH3:23])=[O:34])=[CH:32][CH:31]=2)[C:12]2[C:7](=[CH:8][C:9]([Cl:21])=[CH:10][C:11]=2[Cl:20])[CH:6]=1)=[O:4]. (6) The product is: [C:1]([O:6][CH:7]([O:9][CH2:10][CH3:11])[CH3:8])(=[O:5])[C:2]([CH3:4])=[CH2:3].[C:12]([O:17][CH2:18][CH:19]1[O:21][CH2:20]1)(=[O:16])[C:13]([CH3:15])=[CH2:14].[C:22]([O:27][CH2:28][C:29]1[CH:30]=[CH:31][CH:32]=[CH:33][CH:34]=1)(=[O:26])[C:23]([CH3:25])=[CH2:24].[C:35]([OH:40])(=[O:39])[C:36]([CH3:38])=[CH2:37].[C:12]([O:17][CH:18]([CH3:43])[CH2:19][O:21][CH3:20])(=[O:16])[CH3:13].[CH3:20][O:21][CH2:19][CH2:18][O:17][CH2:12][CH2:13][O:53][CH2:51][CH3:50]. Given the reactants [C:1]([O:6][CH:7]([O:9][CH2:10][CH3:11])[CH3:8])(=[O:5])[C:2]([CH3:4])=[CH2:3].[C:12]([O:17][CH2:18][CH:19]1[O:21][CH2:20]1)(=[O:16])[C:13]([CH3:15])=[CH2:14].[C:22]([O:27][CH2:28][C:29]1[CH:34]=[CH:33][CH:32]=[CH:31][CH:30]=1)(=[O:26])[C:23]([CH3:25])=[CH2:24].[C:35]([OH:40])(=[O:39])[C:36]([CH3:38])=[CH2:37].N([C:50](C)(CC)[C:51]([O-:53])=O)=N[C:43](C)(CC)C([O-])=O, predict the reaction product. (7) Given the reactants Cl[C:2]1[N:11]=[C:10]([NH:12][CH2:13][CH:14]([C:21]2[CH:26]=[CH:25][CH:24]=[CH:23][CH:22]=2)[C:15]2[CH:20]=[CH:19][CH:18]=[CH:17][CH:16]=2)[C:9]2[C:4](=[CH:5][CH:6]=[CH:7][CH:8]=2)[N:3]=1.[S:27]1[CH:31]=[CH:30][CH:29]=[C:28]1B(O)O.C([O-])([O-])=O.[K+].[K+].C1(C(C2C=CC=CC=2)CCNC2C3C(=CC=CC=3)N=C(C3C=CSC=3)N=2)C=CC=CC=1, predict the reaction product. The product is: [C:15]1([CH:14]([C:21]2[CH:26]=[CH:25][CH:24]=[CH:23][CH:22]=2)[CH2:13][NH:12][C:10]2[C:9]3[C:4](=[CH:5][CH:6]=[CH:7][CH:8]=3)[N:3]=[C:2]([C:28]3[S:27][CH:31]=[CH:30][CH:29]=3)[N:11]=2)[CH:20]=[CH:19][CH:18]=[CH:17][CH:16]=1. (8) Given the reactants I[C:2]1[CH:3]=[N:4][N:5]2[C:10]([C:11]3[CH:12]=[C:13]([NH:19][C:20](=[O:31])[C:21]4[CH:26]=[CH:25][CH:24]=[C:23]([C:27]([F:30])([F:29])[F:28])[CH:22]=4)[CH:14]=[CH:15][C:16]=3[O:17][CH3:18])=[CH:9][CH:8]=[N:7][C:6]=12.[C:32]([O:36][C:37]([N:39]1[CH:43]=[C:42](B2OC(C)(C)C(C)(C)O2)[CH:41]=[N:40]1)=[O:38])([CH3:35])([CH3:34])[CH3:33], predict the reaction product. The product is: [CH3:18][O:17][C:16]1[CH:15]=[CH:14][C:13]([NH:19][C:20](=[O:31])[C:21]2[CH:26]=[CH:25][CH:24]=[C:23]([C:27]([F:30])([F:29])[F:28])[CH:22]=2)=[CH:12][C:11]=1[C:10]1[N:5]2[N:4]=[CH:3][C:2]([C:42]3[CH:43]=[N:39][NH:40][CH:41]=3)=[C:6]2[N:7]=[CH:8][CH:9]=1.[CH3:18][O:17][C:16]1[CH:15]=[CH:14][C:13]([NH:19][C:20](=[O:31])[C:21]2[CH:26]=[CH:25][CH:24]=[C:23]([C:27]([F:30])([F:29])[F:28])[CH:22]=2)=[CH:12][C:11]=1[C:10]1[N:5]2[N:4]=[CH:3][C:2]([C:42]3[CH:41]=[N:40][N:39]([C:37]([O:36][C:32]([CH3:35])([CH3:34])[CH3:33])=[O:38])[CH:43]=3)=[C:6]2[N:7]=[CH:8][CH:9]=1.